This data is from Full USPTO retrosynthesis dataset with 1.9M reactions from patents (1976-2016). The task is: Predict the reactants needed to synthesize the given product. (1) The reactants are: [N:1]([C:4]1[CH:9]=[CH:8][CH:7]=[CH:6][C:5]=1[F:10])=[N+:2]=[N-:3].[C:11]([O:17]CC)(=[O:16])[CH2:12][C:13]([CH3:15])=O.[O-]CC.[Na+].[OH-].[Na+]. Given the product [F:10][C:5]1[CH:6]=[CH:7][CH:8]=[CH:9][C:4]=1[N:1]1[C:13]([CH3:15])=[C:12]([C:11]([OH:17])=[O:16])[N:3]=[N:2]1, predict the reactants needed to synthesize it. (2) Given the product [I:11][C:12]1[C:13]([O:21][CH3:22])=[C:14]([CH:18]=[CH:19][CH:20]=1)[C:15]([O:5][C:1]([CH3:4])([CH3:3])[CH3:2])=[O:16], predict the reactants needed to synthesize it. The reactants are: [C:1]([OH:5])([CH3:4])([CH3:3])[CH3:2].[Li]CCCC.[I:11][C:12]1[C:13]([O:21][CH3:22])=[C:14]([CH:18]=[CH:19][CH:20]=1)[C:15](Cl)=[O:16]. (3) Given the product [I:8][C:9]1[CH:16]=[CH:15][C:12]([CH2:13][NH:14][C:5](=[O:7])[CH3:6])=[CH:11][CH:10]=1, predict the reactants needed to synthesize it. The reactants are: C(O[C:5](=[O:7])[CH3:6])(=O)C.[I:8][C:9]1[CH:16]=[CH:15][C:12]([CH2:13][NH2:14])=[CH:11][CH:10]=1. (4) Given the product [Br:19][C:20]1[CH:24]=[C:23]([C:25]2[CH:30]=[CH:29][CH:28]=[CH:27][N:26]=2)[O:22][CH:21]=1, predict the reactants needed to synthesize it. The reactants are: [F-].C([N+](CCCC)(CCCC)CCCC)CCC.[Br:19][C:20]1([Si](C)(C)C)[CH:24]=[C:23]([C:25]2[CH:30]=[CH:29][CH:28]=[CH:27][N:26]=2)[O:22][CH2:21]1. (5) Given the product [F:27][C:28]([F:40])([F:39])[C:6]1[CH:7]=[CH:8][CH:9]=[C:10]2[C:5]=1[CH2:4][CH2:3][N:2]([CH2:11][CH2:12][CH2:13][CH2:14][O:15][C:16]1[N:25]=[C:24]3[C:19]([CH:20]=[CH:21][C:22](=[O:26])[NH:23]3)=[CH:18][CH:17]=1)[CH2:1]2, predict the reactants needed to synthesize it. The reactants are: [CH2:1]1[C:10]2[C:5](=[CH:6][CH:7]=[CH:8][CH:9]=2)[CH2:4][CH2:3][N:2]1[CH2:11][CH2:12][CH2:13][CH2:14][O:15][C:16]1[N:25]=[C:24]2[C:19]([CH:20]=[CH:21][C:22](=[O:26])[NH:23]2)=[CH:18][CH:17]=1.[F:27][C:28]([F:40])([F:39])C1C=CC=C2C=1CCNC2. (6) Given the product [CH2:23]([NH:26][C:19]([C:17]1[S:16][C:11]2[N:10]([C:9](=[O:22])[N:8]([CH2:1][C:2]3[CH:3]=[CH:4][CH:5]=[CH:6][CH:7]=3)[C:13](=[O:14])[C:12]=2[CH3:15])[CH:18]=1)=[O:20])[C:24]#[CH:25], predict the reactants needed to synthesize it. The reactants are: [CH2:1]([N:8]1[C:13](=[O:14])[C:12]([CH3:15])=[C:11]2[S:16][C:17]([C:19](O)=[O:20])=[CH:18][N:10]2[C:9]1=[O:22])[C:2]1[CH:7]=[CH:6][CH:5]=[CH:4][CH:3]=1.[CH2:23]([NH2:26])[C:24]#[CH:25].O.ON1C2C=CC=CC=2N=N1.Cl.CN(C)CCCN=C=NCC. (7) Given the product [CH2:6]([O:8][C:9]([C:11]1[NH:12][C:13]2[C:18]([CH:19]=1)=[CH:17][C:16]([C:40]1[CH:45]=[CH:44][N:43]=[CH:42][CH:41]=1)=[CH:15][CH:14]=2)=[O:10])[CH3:7], predict the reactants needed to synthesize it. The reactants are: C([O-])(=O)C.[K+].[CH2:6]([O:8][C:9]([C:11]1[NH:12][C:13]2[C:18]([CH:19]=1)=[CH:17][C:16](Br)=[CH:15][CH:14]=2)=[O:10])[CH3:7].B1(B2OC(C)(C)C(C)(C)O2)OC(C)(C)C(C)(C)O1.I[C:40]1[CH:45]=[CH:44][N:43]=[CH:42][CH:41]=1.C(=O)([O-])[O-].[Na+].[Na+].